From a dataset of Forward reaction prediction with 1.9M reactions from USPTO patents (1976-2016). Predict the product of the given reaction. (1) Given the reactants [F:1][C:2]1[CH:7]=[CH:6][C:5]([C:8]2[CH2:9][CH2:10][NH:11][CH2:12][CH:13]=2)=[CH:4][CH:3]=1.CCN(C(C)C)C(C)C.[CH2:23](Br)[C:24]1[CH:29]=[CH:28][CH:27]=[CH:26][CH:25]=1.CN(C=[O:35])C, predict the reaction product. The product is: [OH-:35].[NH4+:11].[CH2:23]([N:11]1[CH2:10][CH:9]=[C:8]([C:5]2[CH:6]=[CH:7][C:2]([F:1])=[CH:3][CH:4]=2)[CH2:13][CH2:12]1)[C:24]1[CH:29]=[CH:28][CH:27]=[CH:26][CH:25]=1. (2) Given the reactants [F:1][C:2]1[CH:7]=[C:6]([F:8])[CH:5]=[CH:4][C:3]=1[C:9]1[N:10]2[C:15]([CH:16]=[CH:17][CH:18]=1)=[C:14]([C:19]1[CH:20]=[C:21]([CH:24]=[CH:25][C:26]=1[F:27])[C:22]#[N:23])[C:13](=[O:28])[CH:12]=[CH:11]2.[O:29]1CCOCC1, predict the reaction product. The product is: [F:1][C:2]1[CH:7]=[C:6]([F:8])[CH:5]=[CH:4][C:3]=1[C:9]1[N:10]2[C:15]([CH:16]=[CH:17][CH:18]=1)=[C:14]([C:19]1[CH:20]=[C:21]([CH:24]=[CH:25][C:26]=1[F:27])[C:22]([NH2:23])=[O:29])[C:13](=[O:28])[CH:12]=[CH:11]2. (3) Given the reactants Cl[C:2]1[N:7]=[C:6]([C:8]2[CH:13]=[CH:12][CH:11]=[C:10]([CH2:14][N:15]3[CH2:20][CH2:19][CH2:18][CH2:17][CH:16]3[CH3:21])[CH:9]=2)[CH:5]=[CH:4][N:3]=1.[NH2:22][CH2:23][CH2:24][C:25]1[CH:30]=[CH:29][C:28]([OH:31])=[CH:27][CH:26]=1, predict the reaction product. The product is: [CH3:21][C@H:16]1[CH2:17][CH2:18][CH2:19][CH2:20][N:15]1[CH2:14][C:10]1[CH:9]=[C:8]([C:6]2[CH:5]=[CH:4][N:3]=[C:2]([NH:22][CH2:23][CH2:24][C:25]3[CH:30]=[CH:29][C:28]([OH:31])=[CH:27][CH:26]=3)[N:7]=2)[CH:13]=[CH:12][CH:11]=1. (4) Given the reactants ClCCl.C(N(CC)CC)C.[I:11][C:12]1[CH:13]=[CH:14][C:15]2[N:16]([CH:18]=[C:19]([C:21]3[CH:26]=[CH:25][C:24]([CH2:27][CH:28]=O)=[CH:23][CH:22]=3)[N:20]=2)[CH:17]=1.[Br:30][Si](C)(C)C.[OH2:35], predict the reaction product. The product is: [Br:30][CH2:28][C:27]([C:24]1[CH:25]=[CH:26][C:21]([C:19]2[N:20]=[C:15]3[CH:14]=[CH:13][C:12]([I:11])=[CH:17][N:16]3[CH:18]=2)=[CH:22][CH:23]=1)=[O:35]. (5) Given the reactants [C:1]1([C:8]2[CH:13]=[CH:12][CH:11]=[CH:10][CH:9]=2)[C:2]([NH2:7])=[CH:3][CH:4]=[CH:5][CH:6]=1.Br[C:15]1[CH:20]=[CH:19][CH:18]=[CH:17][CH:16]=1.C(O[Na])(C)(C)C, predict the reaction product. The product is: [C:15]1([NH:7][C:2]2[C:1]([C:8]3[CH:9]=[CH:10][CH:11]=[CH:12][CH:13]=3)=[CH:6][CH:5]=[CH:4][CH:3]=2)[CH:20]=[CH:19][CH:18]=[CH:17][CH:16]=1. (6) Given the reactants [CH:1]1([CH2:4][N:5]2[C:9]3=[N:10][CH:11]=[C:12]([C:14]([O:16]C)=[O:15])[CH:13]=[C:8]3[N:7]=[C:6]2[CH2:18][C:19]2[CH:24]=[CH:23][C:22]([O:25][CH2:26][CH3:27])=[CH:21][CH:20]=2)[CH2:3][CH2:2]1.[OH-].[Na+], predict the reaction product. The product is: [CH:1]1([CH2:4][N:5]2[C:9]3=[N:10][CH:11]=[C:12]([C:14]([OH:16])=[O:15])[CH:13]=[C:8]3[N:7]=[C:6]2[CH2:18][C:19]2[CH:24]=[CH:23][C:22]([O:25][CH2:26][CH3:27])=[CH:21][CH:20]=2)[CH2:3][CH2:2]1. (7) Given the reactants CO[C:3](=[O:19])[CH2:4][C@:5]([NH2:18])([C:9]1[CH:14]=[CH:13][CH:12]=[C:11]([N+:15]([O-:17])=[O:16])[CH:10]=1)[CH2:6][CH2:7][CH3:8].[C:20]([O:24][C:25](=[O:31])[NH:26][C:27]([NH:29][CH3:30])=S)([CH3:23])([CH3:22])[CH3:21], predict the reaction product. The product is: [C:20]([O:24][C:25](=[O:31])[NH:26][C:27]1[N:29]([CH3:30])[C:3](=[O:19])[CH2:4][C@:5]([C:9]2[CH:14]=[CH:13][CH:12]=[C:11]([N+:15]([O-:17])=[O:16])[CH:10]=2)([CH2:6][CH2:7][CH3:8])[N:18]=1)([CH3:23])([CH3:22])[CH3:21]. (8) Given the reactants [CH2:1]([O:3][C:4]1[CH:5]=[C:6]([C:13]2[O:17][N:16]=[C:15]([C:18]3[CH:23]=[CH:22][C:21]([O:24]C(C)C)=[C:20]([I:28])[CH:19]=3)[N:14]=2)[CH:7]=[CH:8][C:9]=1[O:10][CH2:11][CH3:12])[CH3:2].ClC1C=C(C2ON=C(C3C=CC(OC(C)C)=C(I)C=3)N=2)C=CC=1OCCC, predict the reaction product. The product is: [CH2:1]([O:3][C:4]1[CH:5]=[C:6]([C:13]2[O:17][N:16]=[C:15]([C:18]3[CH:23]=[CH:22][C:21]([OH:24])=[C:20]([I:28])[CH:19]=3)[N:14]=2)[CH:7]=[CH:8][C:9]=1[O:10][CH2:11][CH3:12])[CH3:2]. (9) Given the reactants Br[C:2]1[CH:3]=[N:4][C:5]([NH:8][C:9]2[CH:14]=[CH:13][C:12]([N:15]3[CH2:20][CH2:19][CH:18]([N:21]4[CH2:26][CH2:25][N:24]([CH3:27])[CH2:23][CH2:22]4)[CH2:17][CH2:16]3)=[C:11]([O:28][CH3:29])[CH:10]=2)=[N:6][CH:7]=1.[C:30]([C:32]1[CH:37]=[C:36]([O:38][CH3:39])[CH:35]=[C:34]([O:40][CH3:41])[CH:33]=1)#[CH:31].CN(C)C=O.C(N(CC)CC)C, predict the reaction product. The product is: [CH3:41][O:40][C:34]1[CH:33]=[C:32]([C:30]#[C:31][C:2]2[CH:3]=[N:4][C:5]([NH:8][C:9]3[CH:14]=[CH:13][C:12]([N:15]4[CH2:20][CH2:19][CH:18]([N:21]5[CH2:26][CH2:25][N:24]([CH3:27])[CH2:23][CH2:22]5)[CH2:17][CH2:16]4)=[C:11]([O:28][CH3:29])[CH:10]=3)=[N:6][CH:7]=2)[CH:37]=[C:36]([O:38][CH3:39])[CH:35]=1. (10) Given the reactants [C:1]1([C:12]2[CH:17]=[CH:16][CH:15]=[CH:14][CH:13]=2)[CH:6]=[CH:5][C:4]([N:7]2[CH:11]=[CH:10][CH:9]=[CH:8]2)=[CH:3][CH:2]=1.CSC.C(#N)C.[Br:24]Br, predict the reaction product. The product is: [C:1]1([C:12]2[CH:13]=[CH:14][CH:15]=[CH:16][CH:17]=2)[CH:6]=[CH:5][C:4]([N:7]2[CH:11]=[CH:10][C:9]([Br:24])=[CH:8]2)=[CH:3][CH:2]=1.